This data is from Full USPTO retrosynthesis dataset with 1.9M reactions from patents (1976-2016). The task is: Predict the reactants needed to synthesize the given product. (1) Given the product [Cl:30][C:29]1[CH:28]=[CH:27][S:26][C:25]=1[C:23]1[CH2:22][C:21](=[O:31])[NH:20][C:9]2[CH:10]=[C:11]([C:14]3[CH:19]=[CH:18][CH:17]=[CH:16][CH:15]=3)[CH:12]=[CH:13][C:8]=2[N:7]=1, predict the reactants needed to synthesize it. The reactants are: C(OC(=O)[NH:7][C:8]1[CH:13]=[CH:12][C:11]([C:14]2[CH:19]=[CH:18][CH:17]=[CH:16][CH:15]=2)=[CH:10][C:9]=1[NH:20][C:21](=[O:31])[CH2:22][C:23]([C:25]1[S:26][CH:27]=[CH:28][C:29]=1[Cl:30])=O)(C)(C)C.C(O)(C(F)(F)F)=O. (2) Given the product [Cl:18][C:19]1[N:20]=[C:21]([C:26]([NH:1][C@@H:2]2[CH2:6][CH2:5][N:4]([C:7]3[S:8][C:9]([C:13]([O:15][CH2:16][CH3:17])=[O:14])=[C:10]([CH3:12])[N:11]=3)[CH2:3]2)=[O:27])[NH:22][C:23]=1[CH2:24][CH3:25], predict the reactants needed to synthesize it. The reactants are: [NH2:1][C@@H:2]1[CH2:6][CH2:5][N:4]([C:7]2[S:8][C:9]([C:13]([O:15][CH2:16][CH3:17])=[O:14])=[C:10]([CH3:12])[N:11]=2)[CH2:3]1.[Cl:18][C:19]1[N:20]=[C:21]([C:26](O)=[O:27])[NH:22][C:23]=1[CH2:24][CH3:25].CCN=C=NCCCN(C)C.Cl.ON1C2C=CC=CC=2N=N1.CN1CCOCC1. (3) Given the product [CH3:1][O:2][C:3](=[O:8])[CH:4]=[CH:5][CH:6]1[O:28][N:27]=[C:26]([C:25]2[CH:24]=[CH:23][C:22]([O:21][CH2:20][C:18]3[C:17]4[C:12](=[CH:13][CH:14]=[CH:15][CH:16]=4)[N:11]=[C:10]([CH3:9])[CH:19]=3)=[CH:30][CH:29]=2)[CH2:7]1, predict the reactants needed to synthesize it. The reactants are: [CH3:1][O:2][C:3](=[O:8])[CH:4]=[CH:5][CH:6]=[CH2:7].[CH3:9][C:10]1[CH:19]=[C:18]([CH2:20][O:21][C:22]2[CH:30]=[CH:29][C:25]([CH:26]=[N:27][OH:28])=[CH:24][CH:23]=2)[C:17]2[C:12](=[CH:13][CH:14]=[CH:15][CH:16]=2)[N:11]=1. (4) Given the product [F:8][C:9]1[CH:10]=[C:11]([C:16]2[N:4]3[N:3]=[C:2]([CH3:1])[CH:6]=[C:5]3[NH:7][C:18](=[O:19])[CH:17]=2)[CH:12]=[CH:13][C:14]=1[F:15], predict the reactants needed to synthesize it. The reactants are: [CH3:1][C:2]1[CH:6]=[C:5]([NH2:7])[NH:4][N:3]=1.[F:8][C:9]1[CH:10]=[C:11]([C:16](=O)[CH2:17][C:18](OCC)=[O:19])[CH:12]=[CH:13][C:14]=1[F:15]. (5) Given the product [C:18]1([C:17](=[N:16][C:15]([CH2:35][CH3:37])([CH2:39][CH3:40])[C:14]([O:13][CH2:11][CH3:12])=[O:30])[C:24]2[CH:29]=[CH:28][CH:27]=[CH:26][CH:25]=2)[CH:19]=[CH:20][CH:21]=[CH:22][CH:23]=1, predict the reactants needed to synthesize it. The reactants are: C[Si]([N-][Si](C)(C)C)(C)C.[K+].[CH2:11]([O:13][C:14](=[O:30])[CH2:15][N:16]=[C:17]([C:24]1[CH:29]=[CH:28][CH:27]=[CH:26][CH:25]=1)[C:18]1[CH:23]=[CH:22][CH:21]=[CH:20][CH:19]=1)[CH3:12].C(=O)=O.C[C:35]([CH3:37])=O.I[CH2:39][CH3:40]. (6) Given the product [NH2:1][C:4]1[C:9]([N:10]2[CH2:14][CH2:13][CH2:12][C:11]2=[O:15])=[CH:8][CH:7]=[CH:6][N:5]=1, predict the reactants needed to synthesize it. The reactants are: [N+:1]([C:4]1[C:9]([N:10]2[CH2:14][CH2:13][CH2:12][C:11]2=[O:15])=[CH:8][CH:7]=[CH:6][N:5]=1)([O-])=O.[Cl-].[Ca+2].[Cl-].C(OCC)(=O)C. (7) Given the product [CH3:1][C:2]([NH2:10])([CH2:3][CH2:4][S:5]([CH3:8])(=[O:7])=[O:6])[CH3:9], predict the reactants needed to synthesize it. The reactants are: [CH3:1][C:2]([N+:10]([O-])=O)([CH3:9])[CH2:3][CH2:4][S:5]([CH3:8])(=[O:7])=[O:6].C(=O)([O-])[O-].[H][H].